Dataset: Reaction yield outcomes from USPTO patents with 853,638 reactions. Task: Predict the reaction yield, written as a fraction of the theoretical maximum amount of product (1.0 means a 100% yield; for example, 0.34 means a 34% yield). (1) The reactants are [C:1]1([CH3:11])[CH:6]=[C:5]([CH3:7])[CH:4]=[C:3]([CH3:8])[C:2]=1[C:9]#[CH:10].C([Li])CCC.C[Si](C)(C(C)(C)C)[O:19][C:20]1[CH:21]=[CH:22]C2C(=O)[C:25]3[C:30]([O:31][C:32]=2[CH:33]=1)=[CH:29][C:28]([O:34][Si](C)(C)C(C)(C)C)=[CH:27][CH:26]=3.F.F.F.C(N(CC)CC)C. The yield is 0.680. The product is [CH3:11][C:1]1[CH:6]=[C:5]([CH3:7])[CH:4]=[C:3]([CH3:8])[C:2]=1[CH:9]1[C:25]2[CH:26]=[CH:27][C:28]([OH:34])=[CH:29][C:30]=2[O:31][C:32]2[C:10]1=[CH:22][CH:21]=[C:20]([OH:19])[CH:33]=2. The catalyst is C1(C)C=CC=CC=1. (2) The reactants are C(O)(=O)CCC(O)=O.[Cl:9][C:10]1[CH:20]=[CH:19][C:13]2[CH2:14][CH2:15][NH:16][CH2:17][CH2:18][C:12]=2[C:11]=1[S:21][CH:22]([C:24]1[CH:29]=[CH:28][CH:27]=[CH:26][C:25]=1[C:30]#[N:31])[CH3:23].N1C=CC=CC=1.[C:38]([O:42][C:43](O[C:43]([O:42][C:38]([CH3:41])([CH3:40])[CH3:39])=[O:44])=[O:44])([CH3:41])([CH3:40])[CH3:39]. The catalyst is C(Cl)Cl. The product is [C:38]([O:42][C:43]([N:16]1[CH2:17][CH2:18][C:12]2[C:11]([S:21][CH:22]([C:24]3[CH:29]=[CH:28][CH:27]=[CH:26][C:25]=3[C:30]#[N:31])[CH3:23])=[C:10]([Cl:9])[CH:20]=[CH:19][C:13]=2[CH2:14][CH2:15]1)=[O:44])([CH3:41])([CH3:40])[CH3:39]. The yield is 0.930. (3) The reactants are C(OC([N:8]1[CH2:12][CH2:11][CH:10]([O:13][CH2:14][C:15]2[CH:20]=[CH:19][C:18]([Cl:21])=[CH:17][CH:16]=2)[CH2:9]1)=O)(C)(C)C. The catalyst is C(O)=O. The product is [Cl:21][C:18]1[CH:19]=[CH:20][C:15]([CH2:14][O:13][CH:10]2[CH2:11][CH2:12][NH:8][CH2:9]2)=[CH:16][CH:17]=1. The yield is 0.700. (4) The reactants are [Br:1][C:2]1[N:7]=[C:6]([C@:8]([NH:18][S@](C(C)(C)C)=O)([CH2:14][CH2:15][O:16][CH3:17])[C:9]([F:13])([F:12])[CH2:10][OH:11])[C:5]([F:25])=[CH:4][CH:3]=1.Cl.C(OCC)C.N. The catalyst is CO. The product is [NH2:18][C@@:8]([C:6]1[C:5]([F:25])=[CH:4][CH:3]=[C:2]([Br:1])[N:7]=1)([CH2:14][CH2:15][O:16][CH3:17])[C:9]([F:12])([F:13])[CH2:10][OH:11]. The yield is 1.00. (5) The reactants are [Cl:1][C:2]1[CH:3]=[CH:4][C:5]([CH2:8][O:9][C:10]2[CH:15]=[CH:14][N:13]([C:16]3[CH:17]=[CH:18][C:19]4[C:20]5[CH2:29][NH:28][CH2:27][CH2:26][C:21]=5[N:22]([CH3:25])[C:23]=4[CH:24]=3)[C:12](=[O:30])[CH:11]=2)=[N:6][CH:7]=1.[C:31]1(N)C(F)=C(F)C(F)=C(N)C=1F.[ClH:43].Cl. No catalyst specified. The product is [ClH:1].[ClH:43].[Cl:1][C:2]1[CH:3]=[CH:4][C:5]([CH2:8][O:9][C:10]2[CH:15]=[CH:14][N:13]([C:16]3[CH:17]=[CH:18][C:19]4[C:20]5[CH2:29][N:28]([CH3:31])[CH2:27][CH2:26][C:21]=5[N:22]([CH3:25])[C:23]=4[CH:24]=3)[C:12](=[O:30])[CH:11]=2)=[N:6][CH:7]=1. The yield is 0.640. (6) The reactants are [CH2:1]([O:8][C:9]([N:11]1[CH2:16][CH2:15][NH:14][CH2:13][CH2:12]1)=[O:10])[C:2]1[CH:7]=[CH:6][CH:5]=[CH:4][CH:3]=1.[NH2:17][C:18]1[NH:19][C:20](=O)[C:21]2[N:27]=[C:26]([C:28]3[CH:33]=[CH:32][C:31]([F:34])=[CH:30][CH:29]=3)[CH:25]=[CH:24][C:22]=2[N:23]=1. No catalyst specified. The product is [NH2:17][C:18]1[N:19]=[C:20]([N:14]2[CH2:15][CH2:16][N:11]([C:9]([O:8][CH2:1][C:2]3[CH:7]=[CH:6][CH:5]=[CH:4][CH:3]=3)=[O:10])[CH2:12][CH2:13]2)[C:21]2[N:27]=[C:26]([C:28]3[CH:33]=[CH:32][C:31]([F:34])=[CH:30][CH:29]=3)[CH:25]=[CH:24][C:22]=2[N:23]=1. The yield is 0.820.